From a dataset of Reaction yield outcomes from USPTO patents with 853,638 reactions. Predict the reaction yield, written as a fraction of the theoretical maximum amount of product (1.0 means a 100% yield; for example, 0.34 means a 34% yield). The reactants are Br[C:2]1[C:3](Cl)=[N:4][CH:5]=[N:6][C:7]=1Cl.[C:10]1(B(O)O)[CH:15]=[CH:14][CH:13]=[CH:12][CH:11]=1.C(=O)([O-])[O-].[Na+].[Na+]. The catalyst is C1C=CC(P(C2C=CC=CC=2)C2C=CC=CC=2)=CC=1.C1C=CC(P(C2C=CC=CC=2)C2C=CC=CC=2)=CC=1.Cl[Pd]Cl.C(#N)C.O. The product is [C:10]1([C:3]2[C:2]([C:10]3[CH:15]=[CH:14][CH:13]=[CH:12][CH:11]=3)=[C:7]([C:10]3[CH:15]=[CH:14][CH:13]=[CH:12][CH:11]=3)[N:6]=[CH:5][N:4]=2)[CH:15]=[CH:14][CH:13]=[CH:12][CH:11]=1. The yield is 0.460.